This data is from Reaction yield outcomes from USPTO patents with 853,638 reactions. The task is: Predict the reaction yield, written as a fraction of the theoretical maximum amount of product (1.0 means a 100% yield; for example, 0.34 means a 34% yield). (1) The reactants are [F:1][C:2]([F:20])([F:19])[C:3]1[CH:4]=[C:5]([C:9]2[C:10]3[N:11]([N:15]=[C:16]([NH2:18])[N:17]=3)[CH:12]=[CH:13][CH:14]=2)[CH:6]=[CH:7][CH:8]=1.I[C:22]1[CH:31]=[CH:30][C:25]([C:26]([O:28][CH3:29])=[O:27])=[CH:24][CH:23]=1.C(=O)([O-])[O-].[Cs+].[Cs+]. The catalyst is O1CCOCC1.C([O-])(=O)C.[Pd+2].C([O-])(=O)C.CC1(C)C2C(=C(P(C3C=CC=CC=3)C3C=CC=CC=3)C=CC=2)OC2C(P(C3C=CC=CC=3)C3C=CC=CC=3)=CC=CC1=2. The product is [F:20][C:2]([F:19])([F:1])[C:3]1[CH:4]=[C:5]([C:9]2[C:10]3[N:11]([N:15]=[C:16]([NH:18][C:22]4[CH:31]=[CH:30][C:25]([C:26]([O:28][CH3:29])=[O:27])=[CH:24][CH:23]=4)[N:17]=3)[CH:12]=[CH:13][CH:14]=2)[CH:6]=[CH:7][CH:8]=1. The yield is 0.720. (2) The reactants are [CH2:1]([SnH:5]([CH2:10][CH2:11][CH2:12][CH3:13])[CH2:6][CH2:7][CH2:8][CH3:9])[CH2:2][CH2:3][CH3:4].[C:14]1([C:20]#[CH:21])[CH:19]=[CH:18][CH:17]=[CH:16][CH:15]=1. The catalyst is N(C(C)(C)C#N)=NC(C)(C)C#N. The product is [CH2:10]([Sn:5]([CH2:1][CH2:2][CH2:3][CH3:4])([CH2:6][CH2:7][CH2:8][CH3:9])/[CH:21]=[CH:20]/[C:14]1[CH:19]=[CH:18][CH:17]=[CH:16][CH:15]=1)[CH2:11][CH2:12][CH3:13]. The yield is 0.840. (3) The reactants are [CH3:1][C:2]1[C:6]([CH2:7][N:8]2[CH:12]=[C:11]([N:13]3[C:17](=[O:18])[CH2:16][N:15]([CH2:19][C:20]4[CH:25]=[CH:24][CH:23]=[CH:22][C:21]=4[OH:26])[C:14]3=[O:27])[CH:10]=[N:9]2)=[C:5]([CH3:28])[O:4][N:3]=1.[CH3:29][O:30][CH2:31][CH2:32]Br. No catalyst specified. The product is [CH3:1][C:2]1[C:6]([CH2:7][N:8]2[CH:12]=[C:11]([N:13]3[C:17](=[O:18])[CH2:16][N:15]([CH2:19][C:20]4[CH:25]=[CH:24][CH:23]=[CH:22][C:21]=4[O:26][CH2:32][CH2:31][O:30][CH3:29])[C:14]3=[O:27])[CH:10]=[N:9]2)=[C:5]([CH3:28])[O:4][N:3]=1. The yield is 0.190.